Dataset: Forward reaction prediction with 1.9M reactions from USPTO patents (1976-2016). Task: Predict the product of the given reaction. (1) Given the reactants [OH:1]/[N:2]=[C:3](\Cl)/[C:4]1[CH:9]=[CH:8][CH:7]=[CH:6][CH:5]=1.[C:11]([O:19][CH3:20])(=[O:18])[C:12]#[C:13][C:14]([O:16][CH3:17])=[O:15].CCN(CC)CC, predict the reaction product. The product is: [C:4]1([C:3]2[C:13]([C:14]([O:16][CH3:17])=[O:15])=[C:12]([C:11]([O:19][CH3:20])=[O:18])[O:1][N:2]=2)[CH:9]=[CH:8][CH:7]=[CH:6][CH:5]=1. (2) Given the reactants C([Li])CCC.CCCCCC.[Br-].[Cl:13][C:14]1[CH:39]=[CH:38][C:17]([CH2:18][P+](C2C=CC=CC=2)(C2C=CC=CC=2)C2C=CC=CC=2)=[CH:16][C:15]=1[F:40].[CH3:41][C:42]([C:44]1[CH:49]=[CH:48][C:47]([Cl:50])=[CH:46][CH:45]=1)=O.[Cl-].[NH4+], predict the reaction product. The product is: [Cl:13][C:14]1[CH:39]=[CH:38][C:17]([CH:18]=[C:42]([C:44]2[CH:49]=[CH:48][C:47]([Cl:50])=[CH:46][CH:45]=2)[CH3:41])=[CH:16][C:15]=1[F:40].